Dataset: Forward reaction prediction with 1.9M reactions from USPTO patents (1976-2016). Task: Predict the product of the given reaction. (1) Given the reactants [F:1][C:2]([F:15])([F:14])[S:3](O[S:3]([C:2]([F:15])([F:14])[F:1])(=[O:5])=[O:4])(=[O:5])=[O:4].[N-:16]=[N+:17]=[N-:18].[Na+], predict the reaction product. The product is: [F:1][C:2]([F:15])([F:14])[S:3]([N:16]=[N+:17]=[N-:18])(=[O:5])=[O:4]. (2) The product is: [CH3:18][O:17][C:14]1[CH:15]=[CH:16][C:8]([O:7][CH2:10][C:9]2[CH:13]=[CH:14][CH:15]=[CH:16][CH:8]=2)=[C:9]([CH:13]=1)[C:10]([O:12][CH2:20][C:21]1[CH:26]=[CH:25][CH:24]=[CH:23][CH:22]=1)=[O:11]. Given the reactants C(=O)([O-])[O-].[K+].[K+].[OH:7][C:8]1[CH:16]=[CH:15][C:14]([O:17][CH3:18])=[CH:13][C:9]=1[C:10]([OH:12])=[O:11].Br[CH2:20][C:21]1[CH:26]=[CH:25][CH:24]=[CH:23][CH:22]=1, predict the reaction product. (3) Given the reactants [Na:1].[CH2:2]1[C:5]2([O:10][CH2:9][CH:8]([O:11][C:12]3[CH:17]=[CH:16][N:15]=[C:14]([CH2:18][S:19]([C:21]4[NH:25][C:24]5[CH:26]=[CH:27][CH:28]=[CH:29][C:23]=5[N:22]=4)=[O:20])[C:13]=3C)[CH2:7][O:6]2)[CH2:4][CH2:3]1.C1C2(OCC(OC3C=CN=C(CO)C=3)CO2)CC1, predict the reaction product. The product is: [Na:1].[CH2:4]1[C:5]2([O:10][CH2:9][CH:8]([O:11][C:12]3[CH:17]=[CH:16][N:15]=[C:14]([CH2:18][S:19]([C:21]4[NH:22][C:23]5[CH:29]=[CH:28][CH:27]=[CH:26][C:24]=5[N:25]=4)=[O:20])[CH:13]=3)[CH2:7][O:6]2)[CH2:2][CH2:3]1.